From a dataset of Reaction yield outcomes from USPTO patents with 853,638 reactions. Predict the reaction yield, written as a fraction of the theoretical maximum amount of product (1.0 means a 100% yield; for example, 0.34 means a 34% yield). (1) The reactants are [F:1][C:2]1[CH:7]=[CH:6][CH:5]=[C:4]([F:8])[C:3]=1[N:9]1[C:14]2[N:15]=[C:16]([NH:27][CH2:28][C:29](O)=[O:30])[N:17]=[C:18]([C:19]3[CH:24]=[CH:23][C:22]([F:25])=[CH:21][C:20]=3[CH3:26])[C:13]=2[CH:12]=[CH:11][C:10]1=[O:32].Cl.[NH:34]1[CH2:37][CH:36]([OH:38])[CH2:35]1.CN(C(ON1N=NC2C1=CC=CC=2)=[N+](C)C)C.F[P-](F)(F)(F)(F)F.CN1CCOCC1. The catalyst is CN(C=O)C. The product is [F:8][C:4]1[CH:5]=[CH:6][CH:7]=[C:2]([F:1])[C:3]=1[N:9]1[C:14]2[N:15]=[C:16]([NH:27][CH2:28][C:29]([N:34]3[CH2:37][CH:36]([OH:38])[CH2:35]3)=[O:30])[N:17]=[C:18]([C:19]3[CH:24]=[CH:23][C:22]([F:25])=[CH:21][C:20]=3[CH3:26])[C:13]=2[CH:12]=[CH:11][C:10]1=[O:32]. The yield is 0.490. (2) The reactants are [NH2:1][C:2]1[CH:3]=[CH:4][C:5]([CH3:9])=[C:6]([OH:8])[CH:7]=1.O.C(=O)([O-])O.[Na+].[F:16][C:17]([F:28])([F:27])[C:18]1[CH:19]=[C:20]([CH:24]=[CH:25][CH:26]=1)[C:21](Cl)=[O:22]. The catalyst is O1CCCC1. The product is [OH:8][C:6]1[CH:7]=[C:2]([NH:1][C:21](=[O:22])[C:20]2[CH:24]=[CH:25][CH:26]=[C:18]([C:17]([F:16])([F:27])[F:28])[CH:19]=2)[CH:3]=[CH:4][C:5]=1[CH3:9]. The yield is 0.840. (3) The reactants are C(OC(C1CC[N:11]([C:14](=O)[NH:15][CH2:16][C:17]([C:19]2[CH:24]=[CH:23][C:22]([F:25])=[C:21]([C:26]([F:29])([F:28])[F:27])[CH:20]=2)=O)CC1)=O)(C)(C)C.[C:31]([O-:34])(=[O:33])C.[NH4+:35]. The catalyst is CO. The product is [C:21]([O:34][C:31]([N:35]1[CH2:23][CH2:24][CH:19]([C:14]2[NH:15][CH:16]=[C:17]([C:19]3[CH:24]=[CH:23][C:22]([F:25])=[C:21]([C:26]([F:27])([F:28])[F:29])[CH:20]=3)[N:11]=2)[CH2:17][CH2:16]1)=[O:33])([CH3:26])([CH3:22])[CH3:20]. The yield is 0.570. (4) The reactants are [OH:1][C:2]1[CH:9]=[CH:8][C:7]([O:10][CH3:11])=[CH:6][C:3]=1[CH:4]=O.[NH2:12][C:13]1[CH:18]=[C:17]([Cl:19])[CH:16]=[CH:15][C:14]=1[SH:20].[C:21](OC(=O)C)(=[O:23])[CH3:22]. The catalyst is CO. The product is [C:21]([N:12]1[C:13]2[CH:18]=[C:17]([Cl:19])[CH:16]=[CH:15][C:14]=2[S:20][CH:4]1[C:3]1[CH:6]=[C:7]([O:10][CH3:11])[CH:8]=[CH:9][C:2]=1[OH:1])(=[O:23])[CH3:22]. The yield is 0.600. (5) The reactants are C(=O)([O-])[O-].[Na+].[Na+].O.CC1(C)C(C)(C)OB([C:16]2[CH:17]=[C:18]3[C:23](=[CH:24][CH:25]=2)[O:22][CH2:21][CH2:20][CH2:19]3)O1.Br[C:28]1[N:29]([CH3:45])[C:30]2[C:35]([C:36]=1[CH:37]([CH2:42][CH2:43][CH3:44])[C:38]([O:40][CH3:41])=[O:39])=[CH:34][CH:33]=[CH:32][CH:31]=2. The catalyst is CN(C)C=O.C1(P(C2C=CC=CC=2)C2C=CC=CC=2)C=CC=CC=1.C1(P(C2C=CC=CC=2)C2C=CC=CC=2)C=CC=CC=1.C1(P(C2C=CC=CC=2)C2C=CC=CC=2)C=CC=CC=1.C1(P(C2C=CC=CC=2)C2C=CC=CC=2)C=CC=CC=1.[Pd]. The product is [O:22]1[C:23]2[CH:24]=[CH:25][C:16]([C:28]3[N:29]([CH3:45])[C:30]4[C:35]([C:36]=3[CH:37]([CH2:42][CH2:43][CH3:44])[C:38]([O:40][CH3:41])=[O:39])=[CH:34][CH:33]=[CH:32][CH:31]=4)=[CH:17][C:18]=2[CH2:19][CH2:20][CH2:21]1. The yield is 0.860.